From a dataset of Catalyst prediction with 721,799 reactions and 888 catalyst types from USPTO. Predict which catalyst facilitates the given reaction. Reactant: [Cl:1][C:2]1[CH:8]=[C:7]([O:9][CH3:10])[C:6]([CH3:11])=[CH:5][C:3]=1[NH2:4].[N:12]([O-])=O.[Na+].O.O.[Sn](Cl)Cl. Product: [ClH:1].[Cl:1][C:2]1[CH:8]=[C:7]([O:9][CH3:10])[C:6]([CH3:11])=[CH:5][C:3]=1[NH:4][NH2:12]. The catalyst class is: 126.